The task is: Predict the reactants needed to synthesize the given product.. This data is from Full USPTO retrosynthesis dataset with 1.9M reactions from patents (1976-2016). (1) Given the product [CH2:46]([N:42]1[C@@H:43]([CH3:45])[CH2:44][C@H:40]([CH2:39][N:24]2[C:25]3[C:21](=[CH:20][C:19]([C:17]4[CH:16]=[N:15][N:14]([CH:9]5[CH2:10][CH2:11][CH2:12][CH2:13][O:8]5)[CH:18]=4)=[CH:27][CH:26]=3)[CH:22]=[N:23]2)[CH2:41]1)[C:47]1[CH:52]=[CH:51][CH:50]=[CH:49][CH:48]=1, predict the reactants needed to synthesize it. The reactants are: [H-].[Na+].CN(C=O)C.[O:8]1[CH2:13][CH2:12][CH2:11][CH2:10][CH:9]1[N:14]1[CH:18]=[C:17]([C:19]2[CH:20]=[C:21]3[C:25](=[CH:26][CH:27]=2)[NH:24][N:23]=[CH:22]3)[CH:16]=[N:15]1.CC1C=CC(S(O[CH2:39][C@H:40]2[CH2:44][C@H:43]([CH3:45])[N:42]([CH2:46][C:47]3[CH:52]=[CH:51][CH:50]=[CH:49][CH:48]=3)[CH2:41]2)(=O)=O)=CC=1. (2) Given the product [CH3:21][N:19]([CH3:20])[C@@H:16]1[CH2:17][CH2:18][N:14]([C:12]2[CH:11]=[C:10]3[C:5]([C:6](=[O:22])[N:7]([CH2:30][O:29][C:23](=[O:28])[C:24]([CH3:27])([CH3:26])[CH3:25])[CH:8]=[N:9]3)=[C:4]([OH:3])[CH:13]=2)[CH2:15]1, predict the reactants needed to synthesize it. The reactants are: [H-].[Na+].[OH:3][C:4]1[CH:13]=[C:12]([N:14]2[CH2:18][CH2:17][C@@H:16]([N:19]([CH3:21])[CH3:20])[CH2:15]2)[CH:11]=[C:10]2[C:5]=1[C:6](=[O:22])[NH:7][CH:8]=[N:9]2.[C:23]([O:29][CH2:30]Cl)(=[O:28])[C:24]([CH3:27])([CH3:26])[CH3:25]. (3) Given the product [CH:37]1([CH2:40][N:41]2[C:49]3[N:48]=[C:47]([CH2:50][C:51]4[CH:52]=[CH:53][C:54]([N:57]([CH3:58])[C:7]([C:5]5[CH:4]=[N:3][N:2]([CH3:1])[CH:6]=5)=[O:9])=[CH:55][CH:56]=4)[NH:46][C:45]=3[C:44](=[O:59])[N:43]([CH2:60][C:61]3[CH:66]=[CH:65][CH:64]=[CH:63][C:62]=3[F:67])[C:42]2=[O:68])[CH2:39][CH2:38]1, predict the reactants needed to synthesize it. The reactants are: [CH3:1][N:2]1[CH:6]=[C:5]([C:7]([OH:9])=O)[CH:4]=[N:3]1.C1(P(C2C=CC=CC=2)C2C=CC=CC=2)C=CC=CC=1.ClN1C(=O)CCC1=O.[CH:37]1([CH2:40][N:41]2[C:49]3[N:48]=[C:47]([CH2:50][C:51]4[CH:56]=[CH:55][C:54]([NH:57][CH3:58])=[CH:53][CH:52]=4)[NH:46][C:45]=3[C:44](=[O:59])[N:43]([CH2:60][C:61]3[CH:66]=[CH:65][CH:64]=[CH:63][C:62]=3[F:67])[C:42]2=[O:68])[CH2:39][CH2:38]1. (4) Given the product [CH:66]1([C@H:64]([NH:63][C:38]2[C:39]3[N:44]([CH2:45][C:46]4[CH:47]=[CH:48][C:49]([C:52]([F:54])([F:55])[F:53])=[CH:50][CH:51]=4)[C:43]([C:56]4[CH:57]=[C:58]([CH3:62])[CH:59]=[CH:60][CH:61]=4)=[CH:42][C:40]=3[N:41]=[C:36]([C:71]#[N:73])[N:37]=2)[CH3:65])[CH2:69][CH2:68][CH2:67]1, predict the reactants needed to synthesize it. The reactants are: C1(P(C2CCCCC2)C2C=CC=CC=2C2C(C(C)C)=CC(C(C)C)=CC=2C(C)C)CCCCC1.Cl[C:36]1[N:37]=[C:38]([NH:63][C@@H:64]([CH:66]2[CH2:69][CH2:68][CH2:67]2)[CH3:65])[C:39]2[N:44]([CH2:45][C:46]3[CH:51]=[CH:50][C:49]([C:52]([F:55])([F:54])[F:53])=[CH:48][CH:47]=3)[C:43]([C:56]3[CH:57]=[C:58]([CH3:62])[CH:59]=[CH:60][CH:61]=3)=[CH:42][C:40]=2[N:41]=1.C[C:71]([N:73](C)C)=O.